From a dataset of Reaction yield outcomes from USPTO patents with 853,638 reactions. Predict the reaction yield, written as a fraction of the theoretical maximum amount of product (1.0 means a 100% yield; for example, 0.34 means a 34% yield). The product is [C:43]([CH:41]([CH:39]([C:38]([OH:47])=[O:46])[OH:40])[OH:42])([OH:45])=[O:44].[N:1]12[CH2:8][CH2:7][CH:4]([CH2:5][CH2:6]1)[C@@H:3]([NH:9][C:10]([C:12]1[N:13]=[CH:14][C:15]3[N:16]([C:18]([C:23]#[C:22][CH3:24])=[CH:19][CH:20]=3)[CH:17]=1)=[O:11])[CH2:2]2. The yield is 0.0500. The reactants are [N:1]12[CH2:8][CH2:7][CH:4]([CH2:5][CH2:6]1)[C@@H:3]([NH:9][C:10]([C:12]1[N:13]=[CH:14][C:15]3[N:16]([C:18](Br)=[CH:19][CH:20]=3)[CH:17]=1)=[O:11])[CH2:2]2.[C:22](P(C(C)(C)C)C(C)(C)C)(C)([CH3:24])[CH3:23].C#CC.[C:38]([OH:47])(=[O:46])[C@H:39]([C@@H:41]([C:43]([OH:45])=[O:44])[OH:42])[OH:40]. The catalyst is C1C=CC(C#N)=CC=1.C1C=CC(C#N)=CC=1.Cl[Pd]Cl.[I+].[Cu+].O1CCOCC1.